Dataset: Full USPTO retrosynthesis dataset with 1.9M reactions from patents (1976-2016). Task: Predict the reactants needed to synthesize the given product. (1) Given the product [C:1]([Si:5]([O:8][C:9]1[CH:10]=[CH:11][C:12]([CH:15]2[CH2:16][CH2:17][CH:18]([C:21]3[CH:26]=[CH:25][C:24]([O:27][CH2:28][O:29][CH3:30])=[CH:23][C:22]=3[O:31][CH2:32][O:33][CH3:34])[CH2:19][CH2:20]2)=[CH:13][CH:14]=1)([CH3:7])[CH3:6])([CH3:4])([CH3:3])[CH3:2], predict the reactants needed to synthesize it. The reactants are: [C:1]([Si:5]([O:8][C:9]1[CH:14]=[CH:13][C:12]([CH:15]2[CH2:20][CH2:19][C:18]([C:21]3[CH:26]=[CH:25][C:24]([O:27][CH2:28][O:29][CH3:30])=[CH:23][C:22]=3[O:31][CH2:32][O:33][CH3:34])=[CH:17][CH2:16]2)=[CH:11][CH:10]=1)([CH3:7])[CH3:6])([CH3:4])([CH3:3])[CH3:2]. (2) Given the product [C:27]([CH:5]([CH2:6][C:7]1[CH:8]=[CH:9][C:10]([O:13][CH2:14][CH2:15][C:16]2[CH:17]=[CH:18][C:19]([O:22][S:23]([CH3:26])(=[O:25])=[O:24])=[CH:20][CH:21]=2)=[CH:11][CH:12]=1)[CH2:4][OH:3])#[N:28], predict the reactants needed to synthesize it. The reactants are: C([O:3][C:4](=O)[C:5]([C:27]#[N:28])=[CH:6][C:7]1[CH:12]=[CH:11][C:10]([O:13][CH2:14][CH2:15][C:16]2[CH:21]=[CH:20][C:19]([O:22][S:23]([CH3:26])(=[O:25])=[O:24])=[CH:18][CH:17]=2)=[CH:9][CH:8]=1)C.C(OC(C1CC(C(OCC)=O)=C(C)NC=1C)=O)C. (3) The reactants are: [Si:1]([O:8][CH2:9][CH2:10][CH2:11][CH2:12][CH2:13][CH2:14][CH2:15][C:16]#[C:17][C:18]1(O)[C:27]2[C:22](=[CH:23][C:24]([O:28][CH3:29])=[CH:25][CH:26]=2)[S:21][CH2:20][C:19]1([C:31]1[CH:36]=[CH:35][C:34]([F:37])=[CH:33][CH:32]=1)[CH3:30])([C:4]([CH3:7])([CH3:6])[CH3:5])([CH3:3])[CH3:2].C([BH3-])#N.[Na+].O.CCCCCC. Given the product [Si:1]([O:8][CH2:9][CH2:10][CH2:11][CH2:12][CH2:13][CH2:14][CH2:15][C:16]#[C:17][CH:18]1[C:27]2[C:22](=[CH:23][C:24]([O:28][CH3:29])=[CH:25][CH:26]=2)[S:21][CH2:20][C:19]1([C:31]1[CH:36]=[CH:35][C:34]([F:37])=[CH:33][CH:32]=1)[CH3:30])([C:4]([CH3:7])([CH3:5])[CH3:6])([CH3:3])[CH3:2], predict the reactants needed to synthesize it. (4) Given the product [CH3:19][N:18]([CH2:17][CH:14]1[CH2:15][CH2:16]/[C:11](=[CH:10]/[C:6]2[CH:5]=[C:4]([CH:9]=[CH:8][CH:7]=2)[C:3]([OH:28])=[O:2])/[CH:12]=[C:13]1[C:21]1[CH:26]=[CH:25][CH:24]=[C:23]([OH:27])[CH:22]=1)[CH3:20], predict the reactants needed to synthesize it. The reactants are: C[O:2][C:3](=[O:28])[C:4]1[CH:9]=[CH:8][CH:7]=[C:6](/[CH:10]=[C:11]2\[CH:12]=[C:13]([C:21]3[CH:26]=[CH:25][CH:24]=[C:23]([OH:27])[CH:22]=3)[CH:14]([CH2:17][N:18]([CH3:20])[CH3:19])[CH2:15][CH2:16]\2)[CH:5]=1.[OH-].[K+].Cl. (5) The reactants are: [CH2:1]([S:8][C:9]1[CH:10]=[CH:11][C:12]([NH:22][C:23]2[C:32]([O:33][CH3:34])=[CH:31][C:30]3[C:25](=[CH:26][CH:27]=[CH:28][CH:29]=3)[CH:24]=2)=[C:13](/[CH:15]=[CH:16]/[C:17]([O:19]CC)=O)[CH:14]=1)[C:2]1[CH:7]=[CH:6][CH:5]=[CH:4][CH:3]=1.C[O-].[Na+]. Given the product [CH2:1]([S:8][C:9]1[CH:14]=[C:13]2[C:12](=[CH:11][CH:10]=1)[N:22]([C:23]1[C:32]([O:33][CH3:34])=[CH:31][C:30]3[C:25](=[CH:26][CH:27]=[CH:28][CH:29]=3)[CH:24]=1)[C:17](=[O:19])[CH:16]=[CH:15]2)[C:2]1[CH:3]=[CH:4][CH:5]=[CH:6][CH:7]=1, predict the reactants needed to synthesize it. (6) The reactants are: Cl[C:2]1[CH:7]=[C:6]([S:8][C:9]2[CH:14]=[CH:13][C:12]([NH:15][C:16]([NH:18][C:19]3[CH:24]=[C:23]([CH3:25])[CH:22]=[CH:21][C:20]=3[F:26])=[O:17])=[CH:11][CH:10]=2)[CH:5]=[CH:4][N:3]=1.CC1(C)C(C)(C)OB([C:35]2[NH:39][CH:38]=[C:37]([C:40]([O-:42])=[O:41])[CH:36]=2)O1.[CH2:44](Cl)Cl. Given the product [F:26][C:20]1[CH:21]=[CH:22][C:23]([CH3:25])=[CH:24][C:19]=1[NH:18][C:16]([NH:15][C:12]1[CH:13]=[CH:14][C:9]([S:8][C:6]2[CH:5]=[CH:4][N:3]=[C:2]([C:35]3[NH:39][CH:38]=[C:37]([C:40]([O:42][CH3:44])=[O:41])[CH:36]=3)[CH:7]=2)=[CH:10][CH:11]=1)=[O:17], predict the reactants needed to synthesize it.